From a dataset of Catalyst prediction with 721,799 reactions and 888 catalyst types from USPTO. Predict which catalyst facilitates the given reaction. (1) Reactant: [Cl:1][C:2]1C(C)=[N:4][O:5][C:6]=1[N:7]([CH2:35][O:36][CH2:37][CH2:38][O:39][CH3:40])[S:8]([C:11]1[C:19]2[C:14](=[N:15][CH:16]=[CH:17][CH:18]=2)[S:13][C:12]=1[CH2:20][C:21]1[CH:30]=[CH:29][C:28]2[C:23](=[CH:24][CH:25]=[CH:26][CH:27]=2)[C:22]=1OC(=O)C)(=[O:10])=[O:9].C([SiH]([CH2:47][CH3:48])CC)C.B(F)(F)F.CCOCC. Product: [Cl:1][C:2]1[C:47]([CH3:48])=[N:4][O:5][C:6]=1[N:7]([CH2:35][O:36][CH2:37][CH2:38][O:39][CH3:40])[S:8]([C:11]1[C:19]2[C:14](=[N:15][CH:16]=[CH:17][CH:18]=2)[S:13][C:12]=1[CH2:20][C:21]1[C:22]2[C:27](=[CH:26][CH:25]=[CH:24][CH:23]=2)[CH:28]=[CH:29][CH:30]=1)(=[O:10])=[O:9]. The catalyst class is: 2. (2) Reactant: [CH2:1]([O:8][C:9]1[CH:13]=[C:12]([C:14]([O:16]C)=[O:15])[N:11]([CH2:18][C:19]2[C:24]([CH3:25])=[CH:23][CH:22]=[CH:21][C:20]=2[CH3:26])[N:10]=1)[C:2]1[CH:7]=[CH:6][CH:5]=[CH:4][CH:3]=1.[CH3:27]O. The catalyst class is: 74. Product: [CH2:1]([O:8][C:9]1[CH:13]=[C:12]([C:14]([OH:16])=[O:15])[N:11]([CH2:18][C:19]2[C:24]([CH3:25])=[CH:23][C:22]([CH3:27])=[CH:21][C:20]=2[CH3:26])[N:10]=1)[C:2]1[CH:3]=[CH:4][CH:5]=[CH:6][CH:7]=1.